Dataset: Forward reaction prediction with 1.9M reactions from USPTO patents (1976-2016). Task: Predict the product of the given reaction. (1) Given the reactants S(Cl)(Cl)=O.[Br:5][CH2:6][C:7]1[CH:8]=[C:9]([CH2:15][C:16]([OH:18])=[O:17])[CH:10]=[CH:11][C:12]=1[O:13][CH3:14].[CH3:19]O, predict the reaction product. The product is: [Br:5][CH2:6][C:7]1[CH:8]=[C:9]([CH2:15][C:16]([O:18][CH3:19])=[O:17])[CH:10]=[CH:11][C:12]=1[O:13][CH3:14]. (2) Given the reactants [Br:1][C:2]1[CH:7]=[CH:6][C:5]([S:8]([N:11]2[CH2:18][CH2:17][C:14]3([O:16][CH2:15]3)[CH2:13][CH2:12]2)(=[O:10])=[O:9])=[CH:4][CH:3]=1.[O:19]1[CH2:22][CH:21]([NH2:23])[CH2:20]1.[Al], predict the reaction product. The product is: [Br:1][C:2]1[CH:7]=[CH:6][C:5]([S:8]([N:11]2[CH2:18][CH2:17][C:14]([CH2:15][NH:23][CH:21]3[CH2:22][O:19][CH2:20]3)([OH:16])[CH2:13][CH2:12]2)(=[O:10])=[O:9])=[CH:4][CH:3]=1. (3) Given the reactants Cl[C:2]1[C:11]([CH:12]=[O:13])=[CH:10][C:9]2[C:4](=[C:5]([CH3:15])[C:6]([F:14])=[CH:7][CH:8]=2)[N:3]=1.[CH3:16][C:17]1[C:22](B2OC(C)(C)C(C)(C)O2)=[CH:21][CH:20]=[CH:19][N:18]=1.C([O-])([O-])=O.[Na+].[Na+], predict the reaction product. The product is: [F:14][C:6]1[C:5]([CH3:15])=[C:4]2[C:9]([CH:10]=[C:11]([CH:12]=[O:13])[C:2]([C:22]3[C:17]([CH3:16])=[N:18][CH:19]=[CH:20][CH:21]=3)=[N:3]2)=[CH:8][CH:7]=1. (4) Given the reactants Cl[C:2]1[S:3](=O)[C:4]([C:10]2[CH:15]=[CH:14][CH:13]=[CH:12][C:11]=2[F:16])=[C:5]2[CH2:9][CH2:8][CH2:7][C:6]=12.[N:18]1[CH:23]=[CH:22][C:21](B(O)O)=[CH:20][CH:19]=1.C([O-])(O)=[O:28].[Na+], predict the reaction product. The product is: [F:16][C:11]1[CH:12]=[CH:13][CH:14]=[CH:15][C:10]=1[C:4]1[S:3][C:2]([C:21]2[CH:22]=[CH:23][N:18]=[CH:19][CH:20]=2)=[C:6]2[CH2:7][CH2:8][C:9](=[O:28])[C:5]=12. (5) Given the reactants [Br:1][C:2]1[CH:3]=[C:4]([S:8]([NH2:11])(=[O:10])=[O:9])[CH:5]=[N:6][CH:7]=1.[C:12](N)([CH3:15])([CH3:14])[CH3:13], predict the reaction product. The product is: [Br:1][C:2]1[CH:3]=[C:4]([S:8]([NH:11][C:12]([CH3:15])([CH3:14])[CH3:13])(=[O:10])=[O:9])[CH:5]=[N:6][CH:7]=1. (6) Given the reactants [CH3:1][CH:2]([CH2:4][CH2:5][CH2:6][C@H:7]([C@@H:9]1[C@:26]2([CH3:27])[C@H:12]([C@H:13]3[C@H:23]([CH2:24][CH2:25]2)[C@:21]2([CH3:22])[C:16]([CH2:17][C@@H:18]([OH:28])[CH2:19][CH2:20]2)=[CH:15][CH2:14]3)[CH2:11][C@@H:10]1[OH:29])[CH3:8])[CH3:3], predict the reaction product. The product is: [CH3:3][CH:2]([CH2:4][CH2:5][CH2:6][C@H:7]([C@@H:9]1[C@:26]2([CH3:27])[C@H:12]([C@H:13]3[C@H:23]([CH2:24][CH2:25]2)[C@:21]2([CH3:22])[CH:16]([CH2:17][C@@H:18]([OH:28])[CH2:19][CH2:20]2)[CH2:15][CH2:14]3)[CH2:11][C@@H:10]1[OH:29])[CH3:8])[CH3:1]. (7) Given the reactants FC(F)(F)[C:3]1[CH:9]=[CH:8][C:6](N)=[CH:5][CH:4]=1.F[C:13](F)(F)[C:14]([OH:16])=O, predict the reaction product. The product is: [CH:5]1[CH2:6][CH:8]=[CH:9][CH:3]=1.[CH:14](=[O:16])[C:13]1[CH:8]=[CH:9][CH:3]=[CH:4][CH:5]=1. (8) Given the reactants [NH2:1][C:2]1[N:6]([C:7]2[CH:12]=[CH:11][C:10]([F:13])=[CH:9][CH:8]=2)[N:5]=[CH:4][C:3]=1[C:14](=[O:22])[C:15]1[CH:20]=[CH:19][CH:18]=[C:17]([OH:21])[CH:16]=1.Br[CH2:24][C:25]([O:27][C:28]([CH3:31])([CH3:30])[CH3:29])=[O:26].C(=O)([O-])[O-].[K+].[K+], predict the reaction product. The product is: [NH2:1][C:2]1[N:6]([C:7]2[CH:12]=[CH:11][C:10]([F:13])=[CH:9][CH:8]=2)[N:5]=[CH:4][C:3]=1[C:14](=[O:22])[C:15]1[CH:20]=[CH:19][CH:18]=[C:17]([O:21][CH2:24][C:25]([O:27][C:28]([CH3:31])([CH3:30])[CH3:29])=[O:26])[CH:16]=1. (9) The product is: [Cl:1][C:2]1[C:3]([C:12]([F:13])([F:15])[F:14])=[CH:4][CH:5]=[C:6]([Cl:11])[C:7]=1[NH2:8]. Given the reactants [Cl:1][C:2]1[C:7]([N+:8]([O-])=O)=[C:6]([Cl:11])[CH:5]=[CH:4][C:3]=1[C:12]([F:15])([F:14])[F:13], predict the reaction product.